Dataset: Forward reaction prediction with 1.9M reactions from USPTO patents (1976-2016). Task: Predict the product of the given reaction. (1) The product is: [C:3]([C:5]1[N:6]([CH2:18][CH2:19][NH:20][C:21](=[O:27])[O:22][C:23]([CH3:26])([CH3:25])[CH3:24])[C:7]2[C:12]([CH:13]=1)=[CH:11][CH:10]=[C:9]([S:14][CH3:15])[CH:8]=2)(=[O:4])[CH:2]([CH3:16])[CH3:1]. Given the reactants [CH3:1][CH:2]([CH3:16])[C:3]([C:5]1[NH:6][C:7]2[C:12]([CH:13]=1)=[CH:11][CH:10]=[C:9]([S:14][CH3:15])[CH:8]=2)=[O:4].Br[CH2:18][CH2:19][NH:20][C:21](=[O:27])[O:22][C:23]([CH3:26])([CH3:25])[CH3:24], predict the reaction product. (2) The product is: [CH3:18][N:7]([CH2:6][CH2:5][CH:4]=[O:3])[C:8](=[O:17])[O:9][CH2:10][C:11]1[CH:12]=[CH:13][CH:14]=[CH:15][CH:16]=1. Given the reactants C([O:3][CH:4](OCC)[CH2:5][CH2:6][N:7]([CH3:18])[C:8](=[O:17])[O:9][CH2:10][C:11]1[CH:16]=[CH:15][CH:14]=[CH:13][CH:12]=1)C.C(O)(C(F)(F)F)=O, predict the reaction product. (3) The product is: [CH2-:1][C:2]([CH3:4])=[O:3].[NH2:5][CH2:8][C@@H:9]1[C@H:13]([OH:14])[C@H:12]([OH:15])[C@H:11]([N:16]2[CH:24]=[N:23][C:22]3[C:17]2=[N:18][CH:19]=[N:20][C:21]=3[CH:25]2[CH2:29][CH2:28][O:27][CH2:26]2)[O:10]1. Given the reactants [CH2-:1][C:2]([CH3:4])=[O:3].[N:5]([CH2:8][C@@H:9]1[C@H:13]([OH:14])[C@H:12]([OH:15])[C@H:11]([N:16]2[CH:24]=[N:23][C:22]3[C:17]2=[N:18][CH:19]=[N:20][C:21]=3[CH:25]2[CH2:29][CH2:28][O:27][CH2:26]2)[O:10]1)=[N+]=[N-], predict the reaction product. (4) Given the reactants [F:1][CH2:2][O:3][C:4]1[CH:13]=[CH:12][C:7]([C:8](OC)=[O:9])=[CH:6][C:5]=1[C:14]([F:17])([F:16])[F:15].[H-].[H-].[H-].[H-].[Li+].[Al+3], predict the reaction product. The product is: [F:1][CH2:2][O:3][C:4]1[CH:13]=[CH:12][C:7]([CH2:8][OH:9])=[CH:6][C:5]=1[C:14]([F:15])([F:16])[F:17]. (5) Given the reactants Br[C:2]1[CH:3]=[C:4]2[C@:15]3([CH2:19][O:18][C:17]([NH2:20])=[N:16]3)[C:14]3[C:9](=[CH:10][CH:11]=[C:12]([C:21]4[C:22]([F:27])=[N:23][CH:24]=[CH:25][CH:26]=4)[CH:13]=3)[O:8][C:5]2=[N:6][CH:7]=1.CN(C1C(C2C(P(C3CCCCC3)C3CCCCC3)=CC=CC=2)=CC=CC=1)C.C[Si]([N-][Si](C)(C)C)(C)C.[Li+].[CH3:66][C:67]1([CH3:73])[O:72][CH2:71][CH2:70][NH:69][CH2:68]1, predict the reaction product. The product is: [CH3:66][C:67]1([CH3:73])[CH2:68][N:69]([C:2]2[CH:3]=[C:4]3[C@:15]4([CH2:19][O:18][C:17]([NH2:20])=[N:16]4)[C:14]4[C:9](=[CH:10][CH:11]=[C:12]([C:21]5[C:22]([F:27])=[N:23][CH:24]=[CH:25][CH:26]=5)[CH:13]=4)[O:8][C:5]3=[N:6][CH:7]=2)[CH2:70][CH2:71][O:72]1. (6) Given the reactants [Cl:1][CH2:2][C:3]([C:5]1[CH:10]=[CH:9][CH:8]=[CH:7][CH:6]=1)=[O:4].[BH4-].[Na+], predict the reaction product. The product is: [Cl:1][CH2:2][CH:3]([C:5]1[CH:10]=[CH:9][CH:8]=[CH:7][CH:6]=1)[OH:4]. (7) Given the reactants [NH2:1][C:2]1[CH:7]=[CH:6][C:5]([CH2:8][CH2:9][CH2:10][CH2:11][C:12]2[CH:17]=[CH:16][C:15]([CH2:18][C:19]([O:21][CH3:22])=[O:20])=[CH:14][CH:13]=2)=[CH:4][CH:3]=1.[CH3:23][N:24]1[CH2:29][CH2:28][CH:27]([C:30](O)=[O:31])[CH2:26][CH2:25]1.CCN(CC)CC.C1C=CC2N(O)N=NC=2C=1, predict the reaction product. The product is: [CH3:23][N:24]1[CH2:29][CH2:28][CH:27]([C:30]([NH:1][C:2]2[CH:7]=[CH:6][C:5]([CH2:8][CH2:9][CH2:10][CH2:11][C:12]3[CH:13]=[CH:14][C:15]([CH2:18][C:19]([O:21][CH3:22])=[O:20])=[CH:16][CH:17]=3)=[CH:4][CH:3]=2)=[O:31])[CH2:26][CH2:25]1. (8) Given the reactants [CH2:1]([O:3][C:4](=[O:12])[C:5]1[CH:10]=[CH:9][C:8]([NH2:11])=[CH:7][CH:6]=1)[CH3:2].[Br:13][C:14]1[CH:15]=[C:16]([CH:19]=[CH:20][CH:21]=1)[CH:17]=O.O.[O-]S(C(F)(F)F)(=O)=O.[Yb+3].[O-]S(C(F)(F)F)(=O)=O.[O-]S(C(F)(F)F)(=O)=O.[CH2:48]=[C:49]([CH3:51])[CH3:50], predict the reaction product. The product is: [CH2:1]([O:3][C:4]([C:5]1[CH:10]=[C:9]2[C:8](=[CH:7][CH:6]=1)[NH:11][CH:17]([C:16]1[CH:19]=[CH:20][CH:21]=[C:14]([Br:13])[CH:15]=1)[CH2:48][C:49]2([CH3:51])[CH3:50])=[O:12])[CH3:2].